Dataset: HIV replication inhibition screening data with 41,000+ compounds from the AIDS Antiviral Screen. Task: Binary Classification. Given a drug SMILES string, predict its activity (active/inactive) in a high-throughput screening assay against a specified biological target. (1) The molecule is Cc1ccc(S(=O)(=O)NN=C(CC(=O)c2c(C)[n+]([O-])c3ccccc3[n+]2[O-])C(=O)Nc2ccccc2C)cc1. The result is 0 (inactive). (2) The molecule is COC1OC(COC(=O)c2ccccc2)CC1F. The result is 0 (inactive).